Dataset: Forward reaction prediction with 1.9M reactions from USPTO patents (1976-2016). Task: Predict the product of the given reaction. Given the reactants [CH2:1]([O:8][N:9]1[C:18]2[C:13](=[CH:14][C:15](Br)=[CH:16][N:17]=2)[C:12]([NH:20][CH2:21][C:22]2[CH:27]=[CH:26][C:25]([O:28][CH3:29])=[CH:24][C:23]=2[O:30][CH3:31])=[C:11]([C:32]([NH:34][CH2:35][C:36]2[CH:41]=[CH:40][C:39]([F:42])=[CH:38][C:37]=2[F:43])=[O:33])[C:10]1=[O:44])[C:2]1[CH:7]=[CH:6][CH:5]=[CH:4][CH:3]=1.[C:45]([O:49][CH3:50])(=[O:48])[CH:46]=[CH2:47], predict the reaction product. The product is: [CH2:1]([O:8][N:9]1[C:18]2[N:17]=[CH:16][C:15](/[CH:47]=[CH:46]/[C:45]([O:49][CH3:50])=[O:48])=[CH:14][C:13]=2[C:12]([NH:20][CH2:21][C:22]2[CH:27]=[CH:26][C:25]([O:28][CH3:29])=[CH:24][C:23]=2[O:30][CH3:31])=[C:11]([C:32](=[O:33])[NH:34][CH2:35][C:36]2[CH:41]=[CH:40][C:39]([F:42])=[CH:38][C:37]=2[F:43])[C:10]1=[O:44])[C:2]1[CH:7]=[CH:6][CH:5]=[CH:4][CH:3]=1.